From a dataset of Retrosynthesis with 50K atom-mapped reactions and 10 reaction types from USPTO. Predict the reactants needed to synthesize the given product. (1) Given the product Fc1cccc(N=C=S)c1, predict the reactants needed to synthesize it. The reactants are: Nc1cccc(F)c1.S=C(Cl)Cl. (2) Given the product COC(=O)c1c(Cl)cccc1N1CCOCC1, predict the reactants needed to synthesize it. The reactants are: C1COCCN1.COC(=O)c1c(Cl)cccc1Br. (3) Given the product CN(C)CCN1C(=O)c2cccc3cc(NC(=O)NC(=O)CCl)cc(c23)C1=O, predict the reactants needed to synthesize it. The reactants are: CN(C)CCN1C(=O)c2cccc3cc(N)cc(c23)C1=O.O=C=NC(=O)CCl. (4) Given the product CN(CCc1ccccc1)c1ncc(C(=O)O)s1, predict the reactants needed to synthesize it. The reactants are: CCOC(=O)c1cnc(N(C)CCc2ccccc2)s1. (5) Given the product COc1cc2c(cc1[N+](=O)[O-])N(CC(=O)N(C)C)CC2, predict the reactants needed to synthesize it. The reactants are: CN(C)C(=O)CCl.COc1cc2c(cc1[N+](=O)[O-])NCC2. (6) Given the product COc1ncnc(Cn2cc(C(=O)NCC(F)F)c3ncc(C)cc32)c1C, predict the reactants needed to synthesize it. The reactants are: COc1ncnc(Cn2cc(C(=O)O)c3ncc(C)cc32)c1C.NCC(F)F. (7) Given the product CC(=O)c1cc(NC(=O)C(F)(F)F)cc(S(F)(F)(F)(F)F)c1, predict the reactants needed to synthesize it. The reactants are: CON(C)C(=O)c1cc(NC(=O)C(F)(F)F)cc(S(F)(F)(F)(F)F)c1. (8) Given the product CCCN1CCN(c2cc(C(C)=O)ccc2C2CC(C)(C)CC(C)(C)C2)CC1, predict the reactants needed to synthesize it. The reactants are: CC(=O)c1ccc(C2CC(C)(C)CC(C)(C)C2)c(N2CCNCC2)c1.CCC=O.